From a dataset of Full USPTO retrosynthesis dataset with 1.9M reactions from patents (1976-2016). Predict the reactants needed to synthesize the given product. Given the product [F:1][C:2]1([F:33])[CH2:6][CH2:5][N:4]([C:7]([C:9]2([CH3:32])[CH2:13][N:12]([C:14]3[CH:15]=[N:16][N:17]4[CH2:22][C@H:21]([CH3:23])[N:20]([C:24]([NH:59][C:53]5[CH:52]=[C:51]([F:50])[C:56]([F:57])=[C:55]([F:58])[CH:54]=5)=[O:25])[CH2:19][C:18]=34)[C:11](=[O:31])[CH2:10]2)=[O:8])[CH2:3]1, predict the reactants needed to synthesize it. The reactants are: [F:1][C:2]1([F:33])[CH2:6][CH2:5][N:4]([C:7]([C:9]2([CH3:32])[CH2:13][N:12]([C:14]3[CH:15]=[N:16][N:17]4[CH2:22][C@H:21]([CH3:23])[N:20]([C:24](OC(C)(C)C)=[O:25])[CH2:19][C:18]=34)[C:11](=[O:31])[CH2:10]2)=[O:8])[CH2:3]1.FC(F)(F)C(O)=O.CCN(C(C)C)C(C)C.[F:50][C:51]1[CH:52]=[C:53]([NH:59]C(=O)OC2C=CC=CC=2)[CH:54]=[C:55]([F:58])[C:56]=1[F:57].